This data is from Aqueous solubility values for 9,982 compounds from the AqSolDB database. The task is: Regression/Classification. Given a drug SMILES string, predict its absorption, distribution, metabolism, or excretion properties. Task type varies by dataset: regression for continuous measurements (e.g., permeability, clearance, half-life) or binary classification for categorical outcomes (e.g., BBB penetration, CYP inhibition). For this dataset (solubility_aqsoldb), we predict Y. (1) The molecule is CC(=O)n1cnc2c1c(=O)n(C)c(=O)n2C. The Y is -1.40 log mol/L. (2) The compound is COC(=O)n1cc(F)c(=O)[nH]c1=O. The Y is -0.910 log mol/L. (3) The molecule is c1ccc(C(c2ccccc2)(c2ccccc2)N2CCOCC2)cc1. The Y is -7.22 log mol/L. (4) The Y is -1.84 log mol/L. The compound is C=C1C[C@]23C[C@@]1(O)CC[C@H]2[C@@]12C=C[C@H](O)C(C)(C(=O)O1)[C@H]2[C@@H]3C(=O)O. (5) The drug is OCC(O)CO. The Y is 1.04 log mol/L. (6) The drug is CC(C)(c1cc(Br)c(OCC2CO2)c(Br)c1)c1cc(Br)c(OCC2CO2)c(Br)c1. The Y is -7.40 log mol/L. (7) The Y is -2.94 log mol/L. The compound is COC1=CC2OC3C=CC(O)=CC3C(=O)C2C(O)=C1. (8) The molecule is Cc1cc2nc3ccc(N(C)C)cc3[s+]c2cc1N.[Cl-]. The Y is -0.903 log mol/L.